This data is from NCI-60 drug combinations with 297,098 pairs across 59 cell lines. The task is: Regression. Given two drug SMILES strings and cell line genomic features, predict the synergy score measuring deviation from expected non-interaction effect. (1) Drug 1: C1=NNC2=C1C(=O)NC=N2. Drug 2: CC(C)CN1C=NC2=C1C3=CC=CC=C3N=C2N. Cell line: BT-549. Synergy scores: CSS=-0.423, Synergy_ZIP=0.307, Synergy_Bliss=-1.15, Synergy_Loewe=-0.753, Synergy_HSA=-3.16. (2) Drug 1: CCCCCOC(=O)NC1=NC(=O)N(C=C1F)C2C(C(C(O2)C)O)O. Drug 2: CC1C(C(CC(O1)OC2CC(CC3=C2C(=C4C(=C3O)C(=O)C5=C(C4=O)C(=CC=C5)OC)O)(C(=O)CO)O)N)O.Cl. Cell line: EKVX. Synergy scores: CSS=5.18, Synergy_ZIP=-0.989, Synergy_Bliss=-1.18, Synergy_Loewe=-25.5, Synergy_HSA=-3.26.